Dataset: Catalyst prediction with 721,799 reactions and 888 catalyst types from USPTO. Task: Predict which catalyst facilitates the given reaction. (1) Reactant: [CH:1](=[O:10])/[CH:2]=[CH:3]/[C:4]1[CH:9]=[CH:8][CH:7]=[CH:6][CH:5]=1. Product: [CH:1](=[O:10])[CH2:2][CH2:3][C:4]1[CH:9]=[CH:8][CH:7]=[CH:6][CH:5]=1. The catalyst class is: 106. (2) Product: [C:29]([NH:37][C:38]1[N:46]=[CH:45][N:44]=[C:43]2[C:39]=1[N:40]=[CH:41][N:42]2[C@@H:5]1[C@H:10]2[C@H:11]([O:12][CH2:13][C:14]3[CH:19]=[CH:18][CH:17]=[CH:16][CH:15]=3)[C@:7]([CH2:20][O:21][CH2:22][C:23]3[CH:28]=[CH:27][CH:26]=[CH:25][CH:24]=3)([CH2:8][O:9]2)[O:6]1)(=[O:36])[C:30]1[CH:35]=[CH:34][CH:33]=[CH:32][CH:31]=1. The catalyst class is: 10. Reactant: C(O[C@H:5]1[C@H:10]2[C@H:11]([O:12][CH2:13][C:14]3[CH:19]=[CH:18][CH:17]=[CH:16][CH:15]=3)[C@:7]([CH2:20][O:21][CH2:22][C:23]3[CH:28]=[CH:27][CH:26]=[CH:25][CH:24]=3)([CH2:8][O:9]2)[O:6]1)(=O)C.[C:29]([NH:37][C:38]1[N:46]=[CH:45][N:44]=[C:43]2[C:39]=1[NH:40][CH:41]=[N:42]2)(=[O:36])[C:30]1[CH:35]=[CH:34][CH:33]=[CH:32][CH:31]=1.O([Si](C)(C)C)S(C(F)(F)F)(=O)=O. (3) Reactant: [CH3:1][O:2][CH2:3][CH2:4][N:5]1[C:13]2[CH:12]3[CH2:14][CH:9]([CH2:10][CH2:11]3)[C:8]=2[C:7]([C:15](OCC)=[O:16])=[N:6]1.[H-].[Al+3].[Li+].[H-].[H-].[H-]. Product: [CH3:1][O:2][CH2:3][CH2:4][N:5]1[C:13]2[CH:12]3[CH2:14][CH:9]([CH2:10][CH2:11]3)[C:8]=2[C:7]([CH2:15][OH:16])=[N:6]1. The catalyst class is: 1.